Dataset: Catalyst prediction with 721,799 reactions and 888 catalyst types from USPTO. Task: Predict which catalyst facilitates the given reaction. (1) Reactant: [C:1]([C:4]1[CH:5]=[C:6]2[C:10](=[CH:11][CH:12]=1)[CH2:9][CH:8]([NH:13][C:14](=[O:22])[C:15]1[CH:20]=[CH:19][C:18]([F:21])=[CH:17][CH:16]=1)[CH2:7]2)(=[O:3])[CH3:2].[BH4-].[Na+]. Product: [F:21][C:18]1[CH:17]=[CH:16][C:15]([C:14]([NH:13][CH:8]2[CH2:7][C:6]3[C:10](=[CH:11][CH:12]=[C:4]([CH:1]([OH:3])[CH3:2])[CH:5]=3)[CH2:9]2)=[O:22])=[CH:20][CH:19]=1. The catalyst class is: 5. (2) Reactant: C([O:3][C:4](=[O:23])[CH2:5][CH:6]1[O:10][B:9]([OH:11])[C:8]2[CH:12]=[C:13]([O:16][C:17]3[CH:22]=[CH:21][N:20]=[CH:19][N:18]=3)[CH:14]=[CH:15][C:7]1=2)C.[Li+].[OH-].Cl. Product: [OH:11][B:9]1[C:8]2[CH:12]=[C:13]([O:16][C:17]3[CH:22]=[CH:21][N:20]=[CH:19][N:18]=3)[CH:14]=[CH:15][C:7]=2[CH:6]([CH2:5][C:4]([OH:23])=[O:3])[O:10]1. The catalyst class is: 731. (3) Product: [Br:1][C:2]1[CH:3]=[CH:4][CH:5]=[C:6]2[C:11]=1[N:10]=[CH:9][C:8]([I:12])=[CH:7]2. The catalyst class is: 15. Reactant: [Br:1][C:2]1[CH:3]=[CH:4][CH:5]=[C:6]2[C:11]=1[N:10]=[CH:9][CH:8]=[CH:7]2.[I:12]N1C(=O)CCC1=O.